From a dataset of Forward reaction prediction with 1.9M reactions from USPTO patents (1976-2016). Predict the product of the given reaction. (1) Given the reactants [C:1]([NH:9][C:10]1[CH:15]=[CH:14][C:13]([NH:16][C:17]2[CH:26]=[CH:25][N:24]=[C:23]3[C:18]=2[C:19]2[CH:31]=[CH:30][C:29]([C:32](O)=[O:33])=[CH:28][C:20]=2[C:21](=[O:27])[NH:22]3)=[CH:12][CH:11]=1)(=[O:8])[C:2]1[CH:7]=[CH:6][CH:5]=[CH:4][CH:3]=1.[CH3:35][N:36]1[CH2:41][CH2:40][N:39]([CH2:42][CH2:43][NH2:44])[CH2:38][CH2:37]1, predict the reaction product. The product is: [C:1]([NH:9][C:10]1[CH:11]=[CH:12][C:13]([NH:16][C:17]2[CH:26]=[CH:25][N:24]=[C:23]3[C:18]=2[C:19]2[CH:31]=[CH:30][C:29]([C:32]([NH:44][CH2:43][CH2:42][N:39]4[CH2:40][CH2:41][N:36]([CH3:35])[CH2:37][CH2:38]4)=[O:33])=[CH:28][C:20]=2[C:21](=[O:27])[NH:22]3)=[CH:14][CH:15]=1)(=[O:8])[C:2]1[CH:3]=[CH:4][CH:5]=[CH:6][CH:7]=1. (2) Given the reactants [C:1]1([CH2:7][C:8]([O:10][CH3:11])=[O:9])[CH:6]=[CH:5][CH:4]=[CH:3][CH:2]=1.[H-].[Na+].[Cl:14][CH2:15][CH2:16][CH2:17]I.O, predict the reaction product. The product is: [Cl:14][CH2:15][CH2:16][CH2:17][CH:7]([C:1]1[CH:6]=[CH:5][CH:4]=[CH:3][CH:2]=1)[C:8]([O:10][CH3:11])=[O:9]. (3) Given the reactants [CH3:1][N:2]1[CH2:7][CH2:6][N:5]([C:8]([NH:10][CH2:11][C:12]([O:14]CC2C=CC=CC=2)=[O:13])=[O:9])[CH2:4][CH2:3]1.[H][H].O, predict the reaction product. The product is: [CH3:1][N:2]1[CH2:3][CH2:4][N:5]([C:8]([NH:10][CH2:11][C:12]([OH:14])=[O:13])=[O:9])[CH2:6][CH2:7]1. (4) Given the reactants FC(F)(F)S([C:6]1[C:15]2[C:10](=[CH:11][CH:12]=[CH:13][CH:14]=2)[O:9][CH2:8][CH:7]=1)(=O)=O.[C:18]1([CH3:24])[CH:23]=[CH:22][CH:21]=[CH:20][CH:19]=1.[Cl-].[Li+].[C:27](=O)([O-])[O-:28].[K+].[K+].C([OH:35])C, predict the reaction product. The product is: [O:9]1[C:10]2[C:15](=[CH:14][CH:13]=[CH:12][CH:11]=2)[C:6]([C:21]2[CH:22]=[CH:23][C:18]([C:24]([O:28][CH3:27])=[O:35])=[CH:19][CH:20]=2)=[CH:7][CH2:8]1. (5) Given the reactants Cl[C:2]1[CH:7]=[C:6]([C:8]([F:11])([F:10])[F:9])[N:5]=[C:4]([C:12]2[CH:17]=[CH:16][N:15]=[CH:14][CH:13]=2)[N:3]=1.[Cl:18][C:19]1[CH:20]=[CH:21][C:22]([O:26][CH3:27])=[C:23]([CH:25]=1)[NH2:24], predict the reaction product. The product is: [Cl:18][C:19]1[CH:20]=[CH:21][C:22]([O:26][CH3:27])=[C:23]([CH:25]=1)[NH:24][C:2]1[CH:7]=[C:6]([C:8]([F:11])([F:10])[F:9])[N:5]=[C:4]([C:12]2[CH:17]=[CH:16][N:15]=[CH:14][CH:13]=2)[N:3]=1. (6) Given the reactants [CH2:1]([N:8]1[C@H:13]([CH3:14])[CH2:12][O:11][C:10]([CH2:16][CH:17]=[O:18])([CH3:15])[C:9]1=[O:19])[C:2]1[CH:7]=[CH:6][CH:5]=[CH:4][CH:3]=1.[CH3:20][Mg]Br.[Cl-].[NH4+], predict the reaction product. The product is: [CH2:1]([N:8]1[C@H:13]([CH3:14])[CH2:12][O:11][C:10]([CH2:16][CH:17]([OH:18])[CH3:20])([CH3:15])[C:9]1=[O:19])[C:2]1[CH:3]=[CH:4][CH:5]=[CH:6][CH:7]=1. (7) Given the reactants [C:1]1([CH3:10])[CH:6]=[CH:5][C:4]([C:7](Cl)=O)=[CH:3][CH:2]=1.CCN(C(C)C)C(C)C.[CH2:20]([N:27]1[C:32](=[O:33])[C:31]([CH3:34])=[C:30]([CH3:35])[N:29]=[C:28]1[C@H:36]([NH:40][CH2:41][CH2:42][N:43]1C(=O)C2C(=CC=CC=2)C1=O)[CH:37]([CH3:39])[CH3:38])[C:21]1[CH:26]=[CH:25][CH:24]=[CH:23][CH:22]=1.CCOC(C)=O.CCCCCC, predict the reaction product. The product is: [CH2:20]([N:27]1[C:32](=[O:33])[C:31]([CH3:34])=[C:30]([CH3:35])[N:29]=[C:28]1[C@H:36]([N:40]1[CH2:41][CH2:42][N:43]=[C:7]1[C:4]1[CH:5]=[CH:6][C:1]([CH3:10])=[CH:2][CH:3]=1)[CH:37]([CH3:39])[CH3:38])[C:21]1[CH:26]=[CH:25][CH:24]=[CH:23][CH:22]=1.